Dataset: Full USPTO retrosynthesis dataset with 1.9M reactions from patents (1976-2016). Task: Predict the reactants needed to synthesize the given product. (1) Given the product [Br:1][C:2]1[CH:11]=[C:10]([CH3:12])[C:9]([N+:14]([O-:16])=[O:15])=[C:8]2[C:3]=1[C:4](=[O:13])[NH:5][CH:6]=[N:7]2, predict the reactants needed to synthesize it. The reactants are: [Br:1][C:2]1[CH:11]=[C:10]([CH3:12])[CH:9]=[C:8]2[C:3]=1[C:4](=[O:13])[NH:5][CH:6]=[N:7]2.[N+:14]([O-])([OH:16])=[O:15]. (2) Given the product [C:1]([C:4]1[C:9]([C:10]2[CH:15]=[CH:14][CH:13]=[CH:12][CH:11]=2)=[N:8][N:7]([CH2:16][CH3:17])[C:6](=[O:18])[C:5]=1[NH:19][C:23]1[CH:28]=[N:27][CH:26]=[CH:25][N:24]=1)(=[O:3])[CH3:2], predict the reactants needed to synthesize it. The reactants are: [C:1]([C:4]1[C:9]([C:10]2[CH:15]=[CH:14][CH:13]=[CH:12][CH:11]=2)=[N:8][N:7]([CH2:16][CH3:17])[C:6](=[O:18])[C:5]=1[N+:19]([O-])=O)(=[O:3])[CH3:2].N[C:23]1[CH:28]=[N:27][CH:26]=[CH:25][N:24]=1. (3) Given the product [O:1]=[C:2]1[C:11]2[C:6](=[CH:7][CH:8]=[CH:9][N:10]=2)[N:5]([CH2:12][C:13]2[CH:18]=[CH:17][CH:16]=[CH:15][C:14]=2[C:19]2[CH:24]=[CH:23][CH:22]=[C:21]([C:25]([F:28])([F:27])[F:26])[CH:20]=2)[CH:4]=[C:3]1[C:29]([OH:31])=[O:30], predict the reactants needed to synthesize it. The reactants are: [O:1]=[C:2]1[C:11]2[C:6](=[CH:7][CH:8]=[CH:9][N:10]=2)[N:5]([CH2:12][C:13]2[CH:18]=[CH:17][CH:16]=[CH:15][C:14]=2[C:19]2[CH:24]=[CH:23][CH:22]=[C:21]([C:25]([F:28])([F:27])[F:26])[CH:20]=2)[CH:4]=[C:3]1[C:29]([O:31]CC)=[O:30].O.[OH-].[Li+].CN(C)C=O. (4) Given the product [NH2:39][C:36]1[N:37]=[CH:38][C:33]([C:9]2[CH:10]=[CH:11][C:12]([S:15]([CH:18]3[CH2:23][CH2:22][CH2:21][N:20]([C:24]([O:26][C:27]([CH3:28])([CH3:30])[CH3:29])=[O:25])[CH2:19]3)(=[O:17])=[O:16])=[CH:13][CH:14]=2)=[N:34][C:35]=1[C:40]1[S:41][C:42]([C:45]2[CH:50]=[CH:49][CH:48]=[CH:47][CH:46]=2)=[N:43][N:44]=1, predict the reactants needed to synthesize it. The reactants are: CC1(C)C(C)(C)OB([C:9]2[CH:14]=[CH:13][C:12]([S:15]([CH:18]3[CH2:23][CH2:22][CH2:21][N:20]([C:24]([O:26][C:27]([CH3:30])([CH3:29])[CH3:28])=[O:25])[CH2:19]3)(=[O:17])=[O:16])=[CH:11][CH:10]=2)O1.Br[C:33]1[N:34]=[C:35]([C:40]2[S:41][C:42]([C:45]3[CH:50]=[CH:49][CH:48]=[CH:47][CH:46]=3)=[N:43][N:44]=2)[C:36]([NH2:39])=[N:37][CH:38]=1.C(Cl)Cl.C([O-])([O-])=O.[Na+].[Na+]. (5) Given the product [Cl-:25].[C:19]1([C:12]2([C:10]([O:9][C@@H:3]3[CH:4]4[CH2:7][CH2:8][N+:1]([CH2:26][C:27](=[O:28])[NH:29][C:30]5[CH:35]=[N:34][CH:33]=[CH:32][N:31]=5)([CH2:6][CH2:5]4)[CH2:2]3)=[O:11])[CH2:18][CH2:17][CH2:16][CH2:15][CH2:14][CH2:13]2)[CH:20]=[CH:21][CH:22]=[CH:23][CH:24]=1, predict the reactants needed to synthesize it. The reactants are: [N:1]12[CH2:8][CH2:7][CH:4]([CH2:5][CH2:6]1)[C@@H:3]([O:9][C:10]([C:12]1([C:19]3[CH:24]=[CH:23][CH:22]=[CH:21][CH:20]=3)[CH2:18][CH2:17][CH2:16][CH2:15][CH2:14][CH2:13]1)=[O:11])[CH2:2]2.[Cl:25][CH2:26][C:27]([NH:29][C:30]1[CH:35]=[N:34][CH:33]=[CH:32][N:31]=1)=[O:28]. (6) Given the product [C:22]([O:26][C:27]([N:29]1[CH2:34][CH2:33][CH:32]([NH:35][C:2]2[O:3][C:4]3[CH:10]=[CH:9][C:8]([C:11]#[N:12])=[CH:7][C:5]=3[N:6]=2)[CH2:31][CH2:30]1)=[O:28])([CH3:25])([CH3:23])[CH3:24], predict the reactants needed to synthesize it. The reactants are: Cl[C:2]1[O:3][C:4]2[CH:10]=[CH:9][C:8]([C:11]#[N:12])=[CH:7][C:5]=2[N:6]=1.C(N(C(C)C)C(C)C)C.[C:22]([O:26][C:27]([N:29]1[CH2:34][CH2:33][CH:32]([NH2:35])[CH2:31][CH2:30]1)=[O:28])([CH3:25])([CH3:24])[CH3:23].Cl.